Task: Regression/Classification. Given a drug SMILES string, predict its toxicity properties. Task type varies by dataset: regression for continuous values (e.g., LD50, hERG inhibition percentage) or binary classification for toxic/non-toxic outcomes (e.g., AMES mutagenicity, cardiotoxicity, hepatotoxicity). Dataset: herg_karim.. Dataset: hERG potassium channel inhibition data for cardiac toxicity prediction from Karim et al. (1) The molecule is COCCN(C)Cc1csc(-c2cn(CC3CCOCC3)c3c(Cl)cccc23)n1. The result is 1 (blocker). (2) The drug is N[C@H](C(=O)N1CCC(F)(F)C1)C1CCCCC1. The result is 0 (non-blocker). (3) The molecule is Nc1nc2cc3c(cc2s1)CCNCC3. The result is 0 (non-blocker). (4) The molecule is O=C(Nc1ccc(-c2nnc(NCCCN3CC4CCC3C4)o2)cc1)c1ccccc1F. The result is 1 (blocker). (5) The compound is CN1CCN(Cc2ccc(OC3CN(C(=O)c4nnc(-c5ccccc5)o4)C3)cc2F)CC1. The result is 0 (non-blocker).